From a dataset of Reaction yield outcomes from USPTO patents with 853,638 reactions. Predict the reaction yield, written as a fraction of the theoretical maximum amount of product (1.0 means a 100% yield; for example, 0.34 means a 34% yield). (1) The reactants are [Cl:1][C:2]1[N:3]=[CH:4][CH:5]=[C:6]2[C:10]([CH3:11])=[C:9]([CH3:12])[NH:8][C:7]=12.[CH2:13](Br)[C:14]1[CH:19]=[CH:18][CH:17]=[CH:16][CH:15]=1. No catalyst specified. The product is [CH2:13]([N:8]1[C:7]2=[C:2]([Cl:1])[N:3]=[CH:4][CH:5]=[C:6]2[C:10]([CH3:11])=[C:9]1[CH3:12])[C:14]1[CH:19]=[CH:18][CH:17]=[CH:16][CH:15]=1. The yield is 0.420. (2) The reactants are C(O[C:6](=O)[N:7]([C@H:9]([C:11](=[O:48])[NH:12][C@@H:13]1[C:19](=[O:20])[N:18]([CH2:21][C:22]2[C:31]3[C:26](=[C:27]([Br:32])[CH:28]=[CH:29][CH:30]=3)[CH:25]=[CH:24][C:23]=2[O:33][CH3:34])[C:17]2[CH:35]=[CH:36][CH:37]=[CH:38][C:16]=2[N:15]([C:39](=[O:47])[C:40]2[CH:45]=[CH:44][C:43]([F:46])=[CH:42][CH:41]=2)[CH2:14]1)[CH3:10])C)(C)(C)C.[ClH:50]. The catalyst is CO.CCOCC. The product is [ClH:50].[Br:32][C:27]1[CH:28]=[CH:29][CH:30]=[C:31]2[C:26]=1[CH:25]=[CH:24][C:23]([O:33][CH3:34])=[C:22]2[CH2:21][N:18]1[C:19](=[O:20])[C@@H:13]([NH:12][C:11](=[O:48])[C@@H:9]([NH:7][CH3:6])[CH3:10])[CH2:14][N:15]([C:39](=[O:47])[C:40]2[CH:41]=[CH:42][C:43]([F:46])=[CH:44][CH:45]=2)[C:16]2[CH:38]=[CH:37][CH:36]=[CH:35][C:17]1=2. The yield is 0.900.